Task: Regression/Classification. Given a drug SMILES string, predict its absorption, distribution, metabolism, or excretion properties. Task type varies by dataset: regression for continuous measurements (e.g., permeability, clearance, half-life) or binary classification for categorical outcomes (e.g., BBB penetration, CYP inhibition). Dataset: b3db_classification.. Dataset: Blood-brain barrier permeability classification from the B3DB database (1) The compound is CN(C)CC[C@]1(c2ccccc2)CCc2ccccc2C1=O. The result is 1 (penetrates BBB). (2) The compound is Cc1c(C)c2ccc(OCc3nnc(C(C)C)s3)cc2oc1=O. The result is 1 (penetrates BBB).